From a dataset of Reaction yield outcomes from USPTO patents with 853,638 reactions. Predict the reaction yield, written as a fraction of the theoretical maximum amount of product (1.0 means a 100% yield; for example, 0.34 means a 34% yield). The reactants are Cl.Cl.[N:3]1[C:12]2[C:7](=[CH:8][CH:9]=[CH:10][CH:11]=2)[CH:6]=[CH:5][C:4]=1[C:13]1[CH:19]=[CH:18][C:16]([NH2:17])=[CH:15][CH:14]=1.N([O-])=O.[Na+].[N-:24]=[N+:25]=[N-].[Na+]. The catalyst is Cl. The product is [N:17]([C:16]1[CH:18]=[CH:19][C:13]([C:4]2[CH:5]=[CH:6][C:7]3[C:12](=[CH:11][CH:10]=[CH:9][CH:8]=3)[N:3]=2)=[CH:14][CH:15]=1)=[N+:24]=[N-:25]. The yield is 0.640.